From a dataset of Reaction yield outcomes from USPTO patents with 853,638 reactions. Predict the reaction yield, written as a fraction of the theoretical maximum amount of product (1.0 means a 100% yield; for example, 0.34 means a 34% yield). (1) The yield is 0.270. The product is [CH3:31][C:27]1[CH:28]=[C:29]([CH3:30])[N:24]2[N:23]=[CH:22][C:21]([C:19]3[N:18]=[C:9]([CH2:8][N:6]4[C:5]5[CH2:12][CH2:13][CH2:14][C:4]=5[C:3]([C:2]([F:1])([F:16])[F:15])=[N:7]4)[O:11][N:20]=3)=[C:25]2[N:26]=1. The catalyst is CN(C=O)C.C(OCC)(=O)C. The reactants are [F:1][C:2]([F:16])([F:15])[C:3]1[C:4]2[CH2:14][CH2:13][CH2:12][C:5]=2[N:6]([CH2:8][C:9]([OH:11])=O)[N:7]=1.O[N:18]=[C:19]([C:21]1[CH:22]=[N:23][N:24]2[C:29]([CH3:30])=[CH:28][C:27]([CH3:31])=[N:26][C:25]=12)[NH2:20].Cl.C(N=C=NCCCN(C)C)C.O.ON1C2C=CC=CC=2N=N1. (2) The reactants are [C:1]([C:3]1[CH:4]=[C:5]([CH:9]=[C:10]([C:12]([F:15])([F:14])[F:13])[CH:11]=1)[C:6](O)=[O:7])#[N:2].Cl.[CH3:17][NH:18][O:19][CH3:20].C(N(CC)C(C)C)(C)C.P(C#N)(OCC)(OCC)=O. The catalyst is O1CCCC1. The product is [C:1]([C:3]1[CH:4]=[C:5]([CH:9]=[C:10]([C:12]([F:15])([F:14])[F:13])[CH:11]=1)[C:6]([N:18]([O:19][CH3:20])[CH3:17])=[O:7])#[N:2]. The yield is 0.820.